This data is from Reaction yield outcomes from USPTO patents with 853,638 reactions. The task is: Predict the reaction yield, written as a fraction of the theoretical maximum amount of product (1.0 means a 100% yield; for example, 0.34 means a 34% yield). (1) The reactants are [CH2:1]([C@:3]12[CH2:11][CH:10]([CH:12]=[O:13])[C:9](=[O:14])[CH:8]=[C:7]1[CH2:6][CH2:5][C@:4]2([C:16]#[CH:17])[OH:15])[CH3:2].I[C:19]1[C:24]([S:25]([CH:28](C)C)(=[O:27])=[O:26])=[CH:23][CH:22]=[CH:21][N:20]=1.C(NC(C)C)(C)C. The catalyst is C1COCC1.CCOCC.[Cu]I.Cl[Pd](Cl)([P](C1C=CC=CC=1)(C1C=CC=CC=1)C1C=CC=CC=1)[P](C1C=CC=CC=1)(C1C=CC=CC=1)C1C=CC=CC=1. The product is [CH2:1]([C@:3]12[CH2:11][CH:10]([CH:12]=[O:13])[C:9](=[O:14])[CH:8]=[C:7]1[CH2:6][CH2:5][C@@:4]2([OH:15])[C:16]#[C:17][C:19]1[C:24]([S:25]([CH3:28])(=[O:27])=[O:26])=[CH:23][CH:22]=[CH:21][N:20]=1)[CH3:2]. The yield is 0.340. (2) The reactants are [O:1]=[C:2]1[C:10]2([C:22]3[C:13](=[CH:14][C:15]4[O:20][CH2:19][CH2:18][O:17][C:16]=4[CH:21]=3)[O:12][CH2:11]2)[C:9]2[C:4](=[CH:5][CH:6]=[CH:7][CH:8]=2)[N:3]1[CH2:23][C:24]1[CH:25]=[C:26]([CH:30]=[CH:31][CH:32]=1)[C:27](O)=[O:28].C(Cl)(=O)C(Cl)=O.[NH3:39]. The catalyst is C(Cl)(Cl)Cl.CN(C)C=O. The product is [O:1]=[C:2]1[C:10]2([C:22]3[C:13](=[CH:14][C:15]4[O:20][CH2:19][CH2:18][O:17][C:16]=4[CH:21]=3)[O:12][CH2:11]2)[C:9]2[C:4](=[CH:5][CH:6]=[CH:7][CH:8]=2)[N:3]1[CH2:23][C:24]1[CH:25]=[C:26]([CH:30]=[CH:31][CH:32]=1)[C:27]([NH2:39])=[O:28]. The yield is 0.990. (3) The reactants are Cl[C:2]1[N:6]([CH3:7])[N:5]=[CH:4][C:3]=1[N+:8]([O-:10])=[O:9].[N:11]1([C:18]([O:20][C:21]([CH3:24])([CH3:23])[CH3:22])=[O:19])[CH2:17][CH2:16][CH2:15][NH:14][CH2:13][CH2:12]1.C(N(C(C)C)CC)(C)C. The catalyst is C(O)C. The yield is 0.690. The product is [CH3:7][N:6]1[C:2]([N:14]2[CH2:15][CH2:16][CH2:17][N:11]([C:18]([O:20][C:21]([CH3:24])([CH3:23])[CH3:22])=[O:19])[CH2:12][CH2:13]2)=[C:3]([N+:8]([O-:10])=[O:9])[CH:4]=[N:5]1. (4) The reactants are [Cl:1][C:2]1[CH:3]=[C:4]2[C:12](=[CH:13][C:14]=1[Cl:15])[N:11](S(C1C=CC(C)=CC=1)(=O)=O)[C:10]1[C:9]([C:31]([F:34])([F:33])[F:32])([O:26][Si](C)(C)C)[C:8]([F:36])([F:35])[CH2:7][CH2:6][C:5]2=1.[OH-].[K+].CCO. The catalyst is C1COCC1.O. The product is [Cl:1][C:2]1[CH:3]=[C:4]2[C:12](=[CH:13][C:14]=1[Cl:15])[NH:11][C:10]1[C:9]([C:31]([F:32])([F:33])[F:34])([OH:26])[C:8]([F:35])([F:36])[CH2:7][CH2:6][C:5]2=1. The yield is 0.310. (5) The reactants are C(O[C:4]([N:6]1[CH2:11][CH2:10][C:9]([C:19]2[CH:24]=[CH:23][C:22]([Br:25])=[CH:21][CH:20]=2)([C:12]2[CH:17]=[CH:16][C:15]([Cl:18])=[CH:14][CH:13]=2)[CH2:8][CH2:7]1)=O)C.[H-].[Al+3].[Li+].[H-].[H-].[H-]. The catalyst is O1CCCC1. The product is [Br:25][C:22]1[CH:23]=[CH:24][C:19]([C:9]2([C:12]3[CH:13]=[CH:14][C:15]([Cl:18])=[CH:16][CH:17]=3)[CH2:10][CH2:11][N:6]([CH3:4])[CH2:7][CH2:8]2)=[CH:20][CH:21]=1. The yield is 0.990. (6) The reactants are [CH3:1][O:2][C:3]1[CH:4]=[CH:5][C:6]2[O:10][CH:9]=[CH:8][C:7]=2[CH:11]=1.[Li]CCCC.[B:17](OC(C)C)([O:22]C(C)C)[O:18]C(C)C. The catalyst is O1CCCC1. The product is [CH3:1][O:2][C:3]1[CH:4]=[CH:5][C:6]2[O:10][C:9]([B:17]([OH:22])[OH:18])=[CH:8][C:7]=2[CH:11]=1. The yield is 0.760. (7) The reactants are Br[C:2]1[CH:3]=[C:4]2[C:9](=[CH:10][CH:11]=1)[CH:8]=[N:7][CH:6]=[CH:5]2.BrC1C=CC(C=O)=CC=1.[C:21]([N:28]1[CH2:33][CH2:32][NH:31][CH2:30][CH2:29]1)([O:23][C:24]([CH3:27])([CH3:26])[CH3:25])=[O:22].[O-]P([O-])([O-])=O.[K+].[K+].[K+].C1(P(C2CCCCC2)C2C=CC=CC=2C2C=CC=CC=2N(C)C)CCCCC1. The catalyst is COCCOC.C1C=CC(/C=C/C(/C=C/C2C=CC=CC=2)=O)=CC=1.C1C=CC(/C=C/C(/C=C/C2C=CC=CC=2)=O)=CC=1.C1C=CC(/C=C/C(/C=C/C2C=CC=CC=2)=O)=CC=1.[Pd].[Pd]. The product is [C:24]([O:23][C:21]([N:28]1[CH2:33][CH2:32][N:31]([C:2]2[CH:3]=[C:4]3[C:9](=[CH:10][CH:11]=2)[CH:8]=[N:7][CH:6]=[CH:5]3)[CH2:30][CH2:29]1)=[O:22])([CH3:27])([CH3:25])[CH3:26]. The yield is 0.700.